Dataset: Full USPTO retrosynthesis dataset with 1.9M reactions from patents (1976-2016). Task: Predict the reactants needed to synthesize the given product. (1) The reactants are: [CH2:1]([C:4]1[CH:9]=[CH:8][CH:7]=[CH:6][C:5]=1[OH:10])[CH:2]=[CH2:3].C(OO)(=[O:13])C. Given the product [O:13]1[CH2:3][CH:2]1[CH2:1][C:4]1[CH:9]=[CH:8][CH:7]=[CH:6][C:5]=1[OH:10], predict the reactants needed to synthesize it. (2) Given the product [O:47]=[C:45]1[CH:44]=[CH:51][C:50](=[O:62])[N:53]1[CH2:4][CH2:2][C:1]([NH:7][CH2:8][CH2:9][C:10]([O:12][CH:13]1[C:18]2=[N:19][C:20]([CH3:42])=[C:21]([CH2:24][CH2:25][N:26]3[CH2:27][CH2:28][CH:29]([C:32]4[C:36]5[CH:37]=[CH:38][C:39]([F:41])=[CH:40][C:35]=5[O:34][N:33]=4)[CH2:30][CH2:31]3)[C:22](=[O:23])[N:17]2[CH2:16][CH2:15][CH2:14]1)=[O:11])=[O:6], predict the reactants needed to synthesize it. The reactants are: [C:1]([NH:7][CH2:8][CH2:9][C:10]([O:12][CH:13]1[C:18]2=[N:19][C:20]([CH3:42])=[C:21]([CH2:24][CH2:25][N:26]3[CH2:31][CH2:30][CH:29]([C:32]4[C:36]5[CH:37]=[CH:38][C:39]([F:41])=[CH:40][C:35]=5[O:34][N:33]=4)[CH2:28][CH2:27]3)[C:22](=[O:23])[N:17]2[CH2:16][CH2:15][CH2:14]1)=[O:11])(=[O:6])[C:2](C)([CH3:4])C.F[C:44](F)(F)[C:45]([OH:47])=O.[CH:50]([N:53](C(C)C)CC)(C)[CH3:51].C(P(=O)(OCC)[O:62]CC)#N.